From a dataset of Forward reaction prediction with 1.9M reactions from USPTO patents (1976-2016). Predict the product of the given reaction. (1) Given the reactants [Br:1][C:2]1[C:11]([C@@H:12]([OH:15])[CH2:13][OH:14])=[C:10]([CH3:16])[CH:9]=[C:8]2[C:3]=1[CH:4]=[CH:5][CH:6]=[N:7]2.C([Sn](=O)CCCC)CCC.[S:27](Cl)([C:30]1[CH:36]=[CH:35][C:33]([CH3:34])=[CH:32][CH:31]=1)(=[O:29])=[O:28].CCN(CC)CC, predict the reaction product. The product is: [CH3:34][C:33]1[CH:35]=[CH:36][C:30]([S:27]([O:14][CH2:13][C@@H:12]([C:11]2[C:2]([Br:1])=[C:3]3[C:8](=[CH:9][C:10]=2[CH3:16])[N:7]=[CH:6][CH:5]=[CH:4]3)[OH:15])(=[O:29])=[O:28])=[CH:31][CH:32]=1. (2) Given the reactants [CH:1]1([CH2:5][CH2:6][NH:7][C:8]([C:10]2[N:11]=[N:12][C:13](Cl)=[CH:14][CH:15]=2)=[O:9])[CH2:4][CH2:3][CH2:2]1.[NH:17]1[CH2:22][CH2:21][NH:20][CH2:19][CH2:18]1, predict the reaction product. The product is: [CH:1]1([CH2:5][CH2:6][NH:7][C:8]([C:10]2[N:11]=[N:12][C:13]([N:17]3[CH2:22][CH2:21][NH:20][CH2:19][CH2:18]3)=[CH:14][CH:15]=2)=[O:9])[CH2:4][CH2:3][CH2:2]1. (3) Given the reactants [F:1][C:2]1[CH:8]=[CH:7][C:5]([NH2:6])=[C:4]([O:9][CH3:10])[CH:3]=1.[ClH:11].[Cl:12][CH2:13][CH2:14][NH:15][CH2:16][CH2:17]Cl.O.Cl, predict the reaction product. The product is: [ClH:12].[ClH:11].[F:1][C:2]1[CH:8]=[CH:7][C:5]([N:6]2[CH2:17][CH2:16][NH:15][CH2:14][CH2:13]2)=[C:4]([O:9][CH3:10])[CH:3]=1. (4) Given the reactants [OH:1][C:2]1[C:11]2[C:6](=[C:7]([N+:12]([O-])=O)[CH:8]=[CH:9][CH:10]=2)[N:5]=[C:4]([C:15]([O:17][CH3:18])=[O:16])[CH:3]=1.CCOC(C)=O, predict the reaction product. The product is: [CH3:18][O:17][C:15]([C:4]1[CH:3]=[C:2]([OH:1])[C:11]2[C:6](=[C:7]([NH2:12])[CH:8]=[CH:9][CH:10]=2)[N:5]=1)=[O:16]. (5) The product is: [NH2:21][C:17]1[N:16]=[C:15]2[C:9]3([O:8][C:7]4[C:6]([C:20]2=[CH:19][N:18]=1)=[CH:5][CH:4]=[CH:3][C:2]=4[C:22]#[N:23])[CH2:14][CH2:13][CH2:12][CH2:11][CH2:10]3. Given the reactants Br[C:2]1[C:7]2[O:8][C:9]3([C:15]4[C:20]([C:6]=2[CH:5]=[CH:4][CH:3]=1)=[CH:19][N:18]=[C:17]([NH2:21])[N:16]=4)[CH2:14][CH2:13][CH2:12][CH2:11][CH2:10]3.[CH3:22][N:23](CCN(C)C)C.CC1(C)C2C(=C(P(C3C=CC=CC=3)C3C=CC=CC=3)C=CC=2)OC2C(P(C3C=CC=CC=3)C3C=CC=CC=3)=CC=CC1=2, predict the reaction product. (6) Given the reactants C(N(S(F)(F)[F:7])CC)C.[Cl:10][C:11]1[N:16]=[C:15]([C:17](O)([CH3:19])[CH3:18])[C:14]([F:21])=[CH:13][N:12]=1, predict the reaction product. The product is: [Cl:10][C:11]1[N:16]=[C:15]([C:17]([F:7])([CH3:19])[CH3:18])[C:14]([F:21])=[CH:13][N:12]=1. (7) Given the reactants [CH3:1][O:2][C:3]1[CH:4]=[C:5]2[C:10](=[CH:11][C:12]=1[O:13][CH3:14])[CH:9]=[N:8][C:7]([C:15]1[CH:20]=[CH:19][CH:18]=[CH:17][CH:16]=1)=[CH:6]2.[ClH:21], predict the reaction product. The product is: [Cl-:21].[CH3:1][O:2][C:3]1[CH:4]=[C:5]2[C:10](=[CH:11][C:12]=1[O:13][CH3:14])[CH:9]=[NH+:8][C:7]([C:15]1[CH:20]=[CH:19][CH:18]=[CH:17][CH:16]=1)=[CH:6]2.